Dataset: Catalyst prediction with 721,799 reactions and 888 catalyst types from USPTO. Task: Predict which catalyst facilitates the given reaction. (1) Reactant: [CH2:1]([C:5]1[CH:10]=[CH:9][C:8](B2OC(C)(C)C(C)(C)O2)=[CH:7][CH:6]=1)[CH2:2][CH2:3][CH3:4].Br[C:21]1[N:26]=[CH:25][C:24]([NH:27][C:28](=[O:34])[O:29][C:30]([CH3:33])([CH3:32])[CH3:31])=[CH:23][CH:22]=1.C([O-])([O-])=O.[Cs+].[Cs+].O. Product: [CH2:1]([C:5]1[CH:10]=[CH:9][C:8]([C:21]2[N:26]=[CH:25][C:24]([NH:27][C:28](=[O:34])[O:29][C:30]([CH3:33])([CH3:32])[CH3:31])=[CH:23][CH:22]=2)=[CH:7][CH:6]=1)[CH2:2][CH2:3][CH3:4]. The catalyst class is: 117. (2) Reactant: [Cl:1][C:2]1[CH:7]=[CH:6][C:5]([N:8]2[CH:12]=[C:11]([C:13]#[N:14])[N:10]=[N:9]2)=[C:4]([C:15]2[CH:20]=[C:19]([OH:21])[N:18]=[CH:17][N:16]=2)[C:3]=1[F:22].CN(C(ON1N=NC2C=CC=NC1=2)=[N+](C)C)C.F[P-](F)(F)(F)(F)F.C1CCN2C(=NCCC2)CC1.N[C@@H:59]1[C:75]2[CH:76]=[C:71]([CH:72]=[CH:73][CH:74]=2)[C:70]2[N:69]([CH:77]([F:79])[F:78])[N:68]=[CH:67][C:66]=2[NH:65][C:64](=[O:80])[C@H:63]([CH3:81])[CH2:62][CH2:61][CH2:60]1. Product: [Cl:1][C:2]1[CH:7]=[CH:6][C:5]([N:8]2[CH:12]=[C:11]([C:13]#[N:14])[N:10]=[N:9]2)=[C:4]([C:15]2[N:16]=[CH:17][N:18]([C@@H:59]3[C:75]4[CH:76]=[C:71]([CH:72]=[CH:73][CH:74]=4)[C:70]4[N:69]([CH:77]([F:79])[F:78])[N:68]=[CH:67][C:66]=4[NH:65][C:64](=[O:80])[C@H:63]([CH3:81])[CH2:62][CH2:61][CH2:60]3)[C:19](=[O:21])[CH:20]=2)[C:3]=1[F:22]. The catalyst class is: 705. (3) Reactant: [CH3:1][O:2][C:3](=[O:18])[C@@H:4]([NH:10][C:11](OC(C)(C)C)=O)[CH2:5]OCC=C.[CH3:19][N+:20]1([O-])[CH2:25][CH2:24][O:23][CH2:22][CH2:21]1.I([O-])(=O)(=O)=O.[Na+].[OH2:33].[C:34]1([CH3:44])[CH:39]=CC(S(O)(=O)=O)=C[CH:35]=1.C1[CH2:49][O:48]CC1.[OH2:50]. Product: [C:34]([O:33][C:19]([N:20]1[C@H:25]([CH2:11][NH:10][C@H:4]([C:3]([O:2][CH3:1])=[O:18])[CH3:5])[CH2:24][O:23][CH2:22][C@@H:21]1[O:48][CH3:49])=[O:50])([CH3:44])([CH3:39])[CH3:35]. The catalyst class is: 771. (4) Reactant: S(Cl)(Cl)=O.[NH2:5][C@@H:6]([C:12]([OH:14])=[O:13])[CH2:7]CC(O)=O.[C:15](=O)([O-])O.[K+].Cl[C:21]([O:23][CH2:24][C:25]1[CH:30]=[CH:29][CH:28]=[CH:27][CH:26]=1)=[O:22].[C:31]([O:34][CH2:35]C)(=[O:33])[CH3:32]. Product: [CH2:24]([O:23][C:21]([NH:5][C@H:6]([CH2:7][CH2:32][C:31]([O:34][CH3:35])=[O:33])[C:12]([O:14][CH3:15])=[O:13])=[O:22])[C:25]1[CH:30]=[CH:29][CH:28]=[CH:27][CH:26]=1. The catalyst class is: 24.